From a dataset of HIV replication inhibition screening data with 41,000+ compounds from the AIDS Antiviral Screen. Binary Classification. Given a drug SMILES string, predict its activity (active/inactive) in a high-throughput screening assay against a specified biological target. The drug is COc1ccc(NC2=CC(C)(C(=O)O)OC2=O)cc1. The result is 0 (inactive).